From a dataset of Catalyst prediction with 721,799 reactions and 888 catalyst types from USPTO. Predict which catalyst facilitates the given reaction. (1) Reactant: [ClH:1].[CH3:2][O:3][C:4]1[CH:5]=[C:6]([C:14]2[CH:58]=[CH:57][C:17]([C:18]([N:20]3[CH2:26][CH2:25][CH2:24][N:23]([CH2:27][CH2:28][CH2:29][N:30]4[CH2:36][CH2:35][CH2:34][N:33]([C:37](=[O:56])[C:38]5[CH:43]=[CH:42][C:41]([C:44]6[CH:49]=[C:48]([O:50][CH3:51])[C:47]([O:52][CH3:53])=[C:46]([O:54][CH3:55])[CH:45]=6)=[CH:40][CH:39]=5)[CH2:32][CH2:31]4)[CH2:22][CH2:21]3)=[O:19])=[CH:16][CH:15]=2)[CH:7]=[C:8]([O:12][CH3:13])[C:9]=1[O:10][CH3:11]. Product: [ClH:1].[ClH:1].[CH3:51][O:50][C:48]1[CH:49]=[C:44]([C:41]2[CH:42]=[CH:43][C:38]([C:37]([N:33]3[CH2:34][CH2:35][CH2:36][N:30]([CH2:29][CH2:28][CH2:27][N:23]4[CH2:24][CH2:25][CH2:26][N:20]([C:18](=[O:19])[C:17]5[CH:57]=[CH:58][C:14]([C:6]6[CH:5]=[C:4]([O:3][CH3:2])[C:9]([O:10][CH3:11])=[C:8]([O:12][CH3:13])[CH:7]=6)=[CH:15][CH:16]=5)[CH2:21][CH2:22]4)[CH2:31][CH2:32]3)=[O:56])=[CH:39][CH:40]=2)[CH:45]=[C:46]([O:54][CH3:55])[C:47]=1[O:52][CH3:53]. The catalyst class is: 8. (2) Reactant: [NH2:1][C:2](=[O:34])[CH2:3][O:4][C:5]1[CH:6]=[C:7]2[C:12](=[CH:13][CH:14]=1)[C:11](=[O:15])[N:10]([CH2:16][CH:17]([CH3:19])[CH3:18])[C:9]([CH2:20][NH:21]C(=O)OC(C)(C)C)=[C:8]2[C:29]1[S:30][CH:31]=[CH:32][CH:33]=1.[ClH:35]. Product: [ClH:35].[NH2:21][CH2:20][C:9]1[N:10]([CH2:16][CH:17]([CH3:19])[CH3:18])[C:11](=[O:15])[C:12]2[C:7]([C:8]=1[C:29]1[S:30][CH:31]=[CH:32][CH:33]=1)=[CH:6][C:5]([O:4][CH2:3][C:2]([NH2:1])=[O:34])=[CH:14][CH:13]=2. The catalyst class is: 13.